From a dataset of Reaction yield outcomes from USPTO patents with 853,638 reactions. Predict the reaction yield, written as a fraction of the theoretical maximum amount of product (1.0 means a 100% yield; for example, 0.34 means a 34% yield). (1) The reactants are [Cl:1][C:2]1[CH:9]=[CH:8][C:5]([CH2:6]Cl)=[CH:4][CH:3]=1.CCN(C(C)C)C(C)C.[C:19]([O:23][C:24]([NH:26][CH:27]1[CH2:31][CH2:30][NH:29][CH2:28]1)=[O:25])([CH3:22])([CH3:21])[CH3:20]. The catalyst is CN(C=O)C. The product is [C:19]([O:23][C:24]([NH:26][CH:27]1[CH2:31][CH2:30][N:29]([CH2:6][C:5]2[CH:8]=[CH:9][C:2]([Cl:1])=[CH:3][CH:4]=2)[CH2:28]1)=[O:25])([CH3:22])([CH3:20])[CH3:21]. The yield is 0.800. (2) The reactants are C([NH:4][C:5]1[N:6]=[C:7]([N:25]2[CH2:31][CH2:30][CH2:29][NH:28][CH2:27][CH:26]2[C:32](=[O:41])[NH:33][C:34]2[CH:39]=[CH:38][CH:37]=[C:36]([CH3:40])[CH:35]=2)[C:8]2[N:14]=[C:13]([C:15]3[CH:20]=[CH:19][C:18]([O:21][CH3:22])=[C:17]([O:23][CH3:24])[CH:16]=3)[CH:12]=[CH:11][C:9]=2[N:10]=1)(=O)C.C(=O)([O-])[O-].[K+].[K+]. The catalyst is CO.O. The yield is 0.930. The product is [NH2:4][C:5]1[N:6]=[C:7]([N:25]2[CH2:31][CH2:30][CH2:29][NH:28][CH2:27][CH:26]2[C:32](=[O:41])[NH:33][C:34]2[CH:39]=[CH:38][CH:37]=[C:36]([CH3:40])[CH:35]=2)[C:8]2[N:14]=[C:13]([C:15]3[CH:20]=[CH:19][C:18]([O:21][CH3:22])=[C:17]([O:23][CH3:24])[CH:16]=3)[CH:12]=[CH:11][C:9]=2[N:10]=1. (3) The product is [CH3:22][O:23][C:2]1[N:7]=[C:6]([NH:8][C@@H:9]2[C:17]3[C:12](=[CH:13][CH:14]=[CH:15][CH:16]=3)[CH2:11][C@@H:10]2[OH:18])[CH:5]=[N:4][CH:3]=1. The yield is 0.710. The catalyst is CO.CCOC(C)=O. The reactants are Cl[C:2]1[N:7]=[C:6]([NH:8][C@@H:9]2[C:17]3[C:12](=[CH:13][CH:14]=[CH:15][CH:16]=3)[CH2:11][C@@H:10]2[OH:18])[CH:5]=[N:4][CH:3]=1.C[O-].[Na+].[C:22]([O-])(O)=[O:23].[Na+]. (4) The reactants are [F:1][C:2]1[C:3]([C:18]([O:21]COC)([CH3:20])[CH3:19])=[C:4]([B:9]2[O:13]C(C)(C)C(C)(C)O2)[CH:5]=[C:6]([CH3:8])[CH:7]=1.Cl. No catalyst specified. The product is [F:1][C:2]1[C:3]2[C:18]([CH3:19])([CH3:20])[O:21][B:9]([OH:13])[C:4]=2[CH:5]=[C:6]([CH3:8])[CH:7]=1. The yield is 0.525. (5) The product is [F:38][C:23]1[CH:24]=[C:25]([CH:36]=[CH:37][C:22]=1[NH:21][C:14]([C:11]1([C:9](=[O:10])[NH:8][C:5]2[CH:4]=[CH:3][C:2]([F:1])=[CH:7][CH:6]=2)[CH2:12][CH2:13]1)=[O:16])[O:26][C:27]1[CH:32]=[CH:31][N:30]=[C:29]([C:33]([NH2:35])=[O:34])[CH:28]=1. The catalyst is O1CCCC1.C(N(CC)CC)C. The reactants are [F:1][C:2]1[CH:7]=[CH:6][C:5]([NH:8][C:9]([C:11]2([C:14]([OH:16])=O)[CH2:13][CH2:12]2)=[O:10])=[CH:4][CH:3]=1.S(Cl)(Cl)=O.[NH2:21][C:22]1[CH:37]=[CH:36][C:25]([O:26][C:27]2[CH:32]=[CH:31][N:30]=[C:29]([C:33]([NH2:35])=[O:34])[CH:28]=2)=[CH:24][C:23]=1[F:38]. The yield is 0.541. (6) The reactants are [CH3:1][N:2]([CH3:18])[CH2:3][CH2:4][N:5]1[CH2:10][CH2:9][C:8]2[NH:11][C:12]([CH:15]=O)=[C:13]([CH3:14])[C:7]=2[C:6]1=[O:17].[F:19][C:20]1[CH:21]=[C:22]2[C:26](=[CH:27][C:28]=1[NH:29][C:30](=[O:35])[C:31]([OH:34])([CH3:33])[CH3:32])[NH:25][C:24](=[O:36])[CH2:23]2. No catalyst specified. The product is [CH3:1][N:2]([CH3:18])[CH2:3][CH2:4][N:5]1[CH2:10][CH2:9][C:8]2[NH:11][C:12]([CH:15]=[C:23]3[C:22]4[C:26](=[CH:27][C:28]([NH:29][C:30](=[O:35])[C:31]([OH:34])([CH3:32])[CH3:33])=[C:20]([F:19])[CH:21]=4)[NH:25][C:24]3=[O:36])=[C:13]([CH3:14])[C:7]=2[C:6]1=[O:17]. The yield is 0.418.